Dataset: Peptide-MHC class II binding affinity with 134,281 pairs from IEDB. Task: Regression. Given a peptide amino acid sequence and an MHC pseudo amino acid sequence, predict their binding affinity value. This is MHC class II binding data. The peptide sequence is ETIVENLLANVYHQI. The MHC is DRB1_1302 with pseudo-sequence DRB1_1302. The binding affinity (normalized) is 0.802.